From a dataset of Full USPTO retrosynthesis dataset with 1.9M reactions from patents (1976-2016). Predict the reactants needed to synthesize the given product. (1) Given the product [Cl:12][CH2:11][C:10]1[O:13][C:6]([C:5]2[CH:14]=[CH:15][C:2]([Cl:1])=[CH:3][CH:4]=2)=[N:8][N:9]=1, predict the reactants needed to synthesize it. The reactants are: [Cl:1][C:2]1[CH:15]=[CH:14][C:5]([C:6]([NH:8][NH:9][C:10](=[O:13])[CH2:11][Cl:12])=O)=[CH:4][CH:3]=1.P(Cl)(Cl)(Cl)=O. (2) Given the product [C@@H:27]1([N:26]2[CH:43]=[CH:44][C:23](=[O:8])[NH:24][C:25]2=[O:45])[O:42][C@H:36]([CH2:37][OH:38])[C@@H:31]([OH:32])[C@H:28]1[OH:29], predict the reactants needed to synthesize it. The reactants are: C1C=CC(C(NC2C3NC=NC=3N=CN=2)=[O:8])=CC=1.C(N[C:23]1[CH:44]=[CH:43][N:26]([C@@H:27]2[O:42][C@H:36]([CH2:37][O:38]C(=O)C)[C@@H:31]([O:32]C(=O)C)[C@H:28]2[O:29]C)[C:25](=[O:45])[N:24]=1)(=O)C.[Si](OS(C(F)(F)F)(=O)=O)(C)(C)C.